Task: Predict the product of the given reaction.. Dataset: Forward reaction prediction with 1.9M reactions from USPTO patents (1976-2016) (1) The product is: [O:23]=[S:22]1(=[O:24])[CH2:21][CH2:20][CH2:19][N:1]1[C:2]1[CH:11]=[CH:10][C:5]([C:6]([O:8][CH3:9])=[O:7])=[C:4]([N:12]2[CH2:16][CH2:15][O:14][C:13]2=[O:17])[CH:3]=1. Given the reactants [NH2:1][C:2]1[CH:11]=[CH:10][C:5]([C:6]([O:8][CH3:9])=[O:7])=[C:4]([N:12]2[CH2:16][CH2:15][O:14][C:13]2=[O:17])[CH:3]=1.Cl[CH2:19][CH2:20][CH2:21][S:22](Cl)(=[O:24])=[O:23], predict the reaction product. (2) Given the reactants Cl[C:2]1[C:7]([C:8]([OH:10])=[O:9])=[CH:6][CH:5]=[C:4]([C:11]2[CH:16]=[C:15]([O:17][CH2:18][CH:19]([CH3:21])[CH3:20])[CH:14]=[C:13]([F:22])[CH:12]=2)[N:3]=1.B(O)(O)[C:24]1[CH:25]=[CH:26][C:27]([CH3:30])=[CH:28][CH:29]=1.C([O-])([O-])=O.[K+].[K+].Cl, predict the reaction product. The product is: [F:22][C:13]1[CH:12]=[C:11]([C:4]2[N:3]=[C:2]([C:24]3[CH:29]=[CH:28][C:27]([CH3:30])=[CH:26][CH:25]=3)[C:7]([C:8]([OH:10])=[O:9])=[CH:6][CH:5]=2)[CH:16]=[C:15]([O:17][CH2:18][CH:19]([CH3:21])[CH3:20])[CH:14]=1. (3) Given the reactants [Cl:1][C:2]1[N:7]=[C:6](Cl)[C:5]([C:9]#[N:10])=[C:4]([Cl:11])[N:3]=1.[CH:12]([S:15]([C:18]1[CH:24]=[CH:23][CH:22]=[CH:21][C:19]=1[NH2:20])(=[O:17])=[O:16])([CH3:14])[CH3:13].[H-].[Na+].CCCCCC, predict the reaction product. The product is: [Cl:1][C:2]1[N:3]=[C:4]([Cl:11])[C:5]([C:9]#[N:10])=[C:6]([NH:20][C:19]2[CH:21]=[CH:22][CH:23]=[CH:24][C:18]=2[S:15]([CH:12]([CH3:14])[CH3:13])(=[O:17])=[O:16])[N:7]=1. (4) Given the reactants [CH2:1]([N:8]1[C:14](=O)[C:13]2[CH:16]=[CH:17][CH:18]=[C:19]([Br:20])[C:12]=2[O:11][CH2:10][CH2:9]1)[C:2]1[CH:7]=[CH:6][CH:5]=[CH:4][CH:3]=1.B.O1CCCC1.CO.[OH-].[Na+], predict the reaction product. The product is: [CH2:1]([N:8]1[CH2:14][C:13]2[CH:16]=[CH:17][CH:18]=[C:19]([Br:20])[C:12]=2[O:11][CH2:10][CH2:9]1)[C:2]1[CH:3]=[CH:4][CH:5]=[CH:6][CH:7]=1. (5) Given the reactants [NH2:1][C:2]1[C:15]2[C:6](=[CH:7][C:8]3[C:9]4[C:14]=2[C:13](=[O:16])[N:12]([CH2:17][CH2:18][N:19]([CH3:21])[CH3:20])[C:11](=[O:22])[C:10]=4[CH:23]=[CH:24][CH:25]=3)[CH:5]=[CH:4][CH:3]=1.C(N(CC)CC)C.Cl[C:34]([O:36][CH2:37][CH2:38][CH2:39][CH2:40][Cl:41])=[O:35], predict the reaction product. The product is: [CH3:21][N:19]([CH3:20])[CH2:18][CH2:17][N:12]1[C:11](=[O:22])[C:10]2[CH:23]=[CH:24][CH:25]=[C:8]3[C:9]=2[C:14](=[C:15]2[C:2]([NH:1][C:34](=[O:35])[O:36][CH2:37][CH2:38][CH2:39][CH2:40][Cl:41])=[CH:3][CH:4]=[CH:5][C:6]2=[CH:7]3)[C:13]1=[O:16]. (6) Given the reactants CS(C)=O.C(Cl)(=O)C(Cl)=O.[CH3:11][C:12]1[C:26]([O:27][CH3:28])=[CH:25][C:15]([C:16]([N:18]2[CH2:22][CH2:21][CH2:20][CH:19]2[CH2:23][OH:24])=[O:17])=[C:14]([NH:29][C:30]([O:32][CH2:33][C:34]([Cl:37])([Cl:36])[Cl:35])=[O:31])[C:13]=1[O:38][CH3:39], predict the reaction product. The product is: [CH3:11][C:12]1[C:26]([O:27][CH3:28])=[CH:25][C:15]2[C:16](=[O:17])[N:18]3[CH2:22][CH2:21][CH2:20][C@H:19]3[C@H:23]([OH:24])[N:29]([C:30]([O:32][CH2:33][C:34]([Cl:37])([Cl:36])[Cl:35])=[O:31])[C:14]=2[C:13]=1[O:38][CH3:39].